Task: Predict which catalyst facilitates the given reaction.. Dataset: Catalyst prediction with 721,799 reactions and 888 catalyst types from USPTO (1) Reactant: [Br:1][C:2]1[CH:7]=[CH:6][CH:5]=[CH:4][CH:3]=1.Cl[C:9](=[O:15])[C:10]([O:12][CH2:13][CH3:14])=[O:11].[Cl-].[Cl-].[Cl-].[Al+3].Cl. Product: [Br:1][C:2]1[CH:7]=[CH:6][C:5]([C:9](=[O:15])[C:10]([O:12][CH2:13][CH3:14])=[O:11])=[CH:4][CH:3]=1. The catalyst class is: 4. (2) Product: [Br:1][C:2]1[CH:3]=[CH:4][C:5]([N:13]([CH3:12])[CH2:14][CH2:15][OH:16])=[C:6]([N+:8]([O-:10])=[O:9])[CH:7]=1. The catalyst class is: 18. Reactant: [Br:1][C:2]1[CH:3]=[CH:4][C:5](F)=[C:6]([N+:8]([O-:10])=[O:9])[CH:7]=1.[CH3:12][NH:13][CH2:14][CH2:15][OH:16].C([O-])([O-])=O.[K+].[K+]. (3) Reactant: C(=O)(O)[O-].[Na+].[N:6]#[C:7]Br.[Si:9]([O:16][CH2:17][CH2:18][NH:19][C:20]1[CH:25]=[CH:24][C:23]([N:26]2[C:34](=[O:35])[C:33]3[C:28](=[CH:29][CH:30]=[CH:31][C:32]=3[NH:36][C:37]([C:39]3[S:40][C:41]([Cl:44])=[CH:42][CH:43]=3)=[O:38])[CH2:27]2)=[CH:22][CH:21]=1)([C:12]([CH3:15])([CH3:14])[CH3:13])([CH3:11])[CH3:10].O.ClCCl. Product: [Si:9]([O:16][CH2:17][CH2:18][N:19]([C:7]#[N:6])[C:20]1[CH:25]=[CH:24][C:23]([N:26]2[C:34](=[O:35])[C:33]3[C:28](=[CH:29][CH:30]=[CH:31][C:32]=3[NH:36][C:37]([C:39]3[S:40][C:41]([Cl:44])=[CH:42][CH:43]=3)=[O:38])[CH2:27]2)=[CH:22][CH:21]=1)([C:12]([CH3:15])([CH3:13])[CH3:14])([CH3:11])[CH3:10]. The catalyst class is: 7. (4) Reactant: [S:1]1[CH:5]=[CH:4][C:3]2[CH:6]=[C:7]([NH:10][CH:11]=[C:12]([C:18]([O:20]CC)=O)[C:13]([O:15][CH2:16][CH3:17])=[O:14])[CH:8]=[CH:9][C:2]1=2.C1CCCCC1. Product: [O:20]=[C:18]1[C:6]2[C:7](=[CH:8][CH:9]=[C:2]3[S:1][CH:5]=[CH:4][C:3]3=2)[NH:10][CH:11]=[C:12]1[C:13]([O:15][CH2:16][CH3:17])=[O:14]. The catalyst class is: 400. (5) Reactant: [CH2:1]([O:3][C:4](=[O:24])[CH2:5][CH:6]1[O:10][B:9]([OH:11])[C:8]2[CH:12]=[C:13]([O:17]C3CCCCO3)[CH:14]=[C:15]([F:16])[C:7]1=2)[CH3:2].Cl. Product: [CH2:1]([O:3][C:4](=[O:24])[CH2:5][CH:6]1[O:10][B:9]([OH:11])[C:8]2[CH:12]=[C:13]([OH:17])[CH:14]=[C:15]([F:16])[C:7]1=2)[CH3:2]. The catalyst class is: 1. (6) Reactant: [BH4-].[Na+].[CH:3]([N:6]1[C:14](=[O:15])[C:13]2[C:8](=[CH:9][CH:10]=[C:11]([N+:16]([O-])=O)[CH:12]=2)[C:7]1=[O:19])([CH3:5])[CH3:4].O.O.[Sn](Cl)Cl.[OH-].[Na+]. Product: [NH2:16][C:11]1[CH:12]=[C:13]2[C:8](=[CH:9][CH:10]=1)[C:7](=[O:19])[N:6]([CH:3]([CH3:4])[CH3:5])[C:14]2=[O:15]. The catalyst class is: 8. (7) Reactant: C[C:2]1([OH:19])[CH:14]=[CH:13][C:12]2[NH:11][C:10]3[C:9]4[CH:15]=[CH:16][CH:17]=[CH:18][C:8]=4[S:7][CH2:6][C:5]=3[C:4]=2[CH2:3]1.[CH3:20]CN(CC)CC.[C:27]([C:31]([C:34]([C:37]([S:40](F)(=[O:42])=[O:41])([F:39])[F:38])([F:36])[F:35])([F:33])[F:32])([F:30])([F:29])[F:28].C([O-])(O)=O.[Na+]. Product: [CH3:20][N:11]1[C:10]2[C:9]3[CH:15]=[CH:16][CH:17]=[CH:18][C:8]=3[S:7][CH2:6][C:5]=2[C:4]2[C:12]1=[CH:13][CH:14]=[C:2]([O:19][S:40]([C:37]([F:39])([F:38])[C:34]([F:36])([F:35])[C:31]([F:33])([F:32])[C:27]([F:30])([F:29])[F:28])(=[O:42])=[O:41])[CH:3]=2. The catalyst class is: 34.